This data is from CYP2D6 inhibition data for predicting drug metabolism from PubChem BioAssay. The task is: Regression/Classification. Given a drug SMILES string, predict its absorption, distribution, metabolism, or excretion properties. Task type varies by dataset: regression for continuous measurements (e.g., permeability, clearance, half-life) or binary classification for categorical outcomes (e.g., BBB penetration, CYP inhibition). Dataset: cyp2d6_veith. (1) The molecule is Cc1cccn2c(=O)c(C=NCc3ccco3)c(Nc3ccc(SC(F)F)cc3)nc12. The result is 0 (non-inhibitor). (2) The molecule is Cc1ccc(NC(=O)NNS(=O)(=O)c2ccc(Br)cc2)cc1. The result is 0 (non-inhibitor). (3) The molecule is CCN(CC)C(=O)c1cc2cc([N+](=O)[O-])ccc2s1. The result is 0 (non-inhibitor). (4) The drug is N#CC(c1ccccc1F)(c1ncc(C(F)(F)F)cc1Cl)N1CCOCC1. The result is 0 (non-inhibitor). (5) The result is 0 (non-inhibitor). The compound is c1ccc(CN2CCC3(CC2)SSC2(CCN(Cc4ccccc4)CC2)SS3)cc1. (6) The drug is COC(=O)[C@@]1(Cc2ccc(F)cc2)[C@@H]2C(=CC(=O)[C@H]2CC(=O)C(=O)N2CCCC2)CN1C(=O)c1ccccc1. The result is 0 (non-inhibitor).